Dataset: Retrosynthesis with 50K atom-mapped reactions and 10 reaction types from USPTO. Task: Predict the reactants needed to synthesize the given product. (1) Given the product C=C(c1cc(Cl)ccc1NCc1ccc(OC)cc1OC)c1cccc(OC)c1OC, predict the reactants needed to synthesize it. The reactants are: C=C(c1cc(Cl)ccc1N)c1cccc(OC)c1OC.COc1ccc(C=O)c(OC)c1. (2) Given the product Cc1nc(C(=O)N2CCOC3(CCN(CCOc4cccc(C=O)c4)CC3)C2)cs1, predict the reactants needed to synthesize it. The reactants are: CS(=O)(=O)OCCOc1cccc(C=O)c1.Cc1nc(C(=O)N2CCOC3(CCNCC3)C2)cs1. (3) The reactants are: CCCN(CCN1CCNCC1)C1CCc2c(O)cccc2C1.O=C(O)c1cc2ccccc2[nH]1. Given the product CCCN(CCN1CCN(C(=O)c2cc3ccccc3[nH]2)CC1)C1CCc2c(O)cccc2C1, predict the reactants needed to synthesize it. (4) The reactants are: CCOC(=O)c1ccc2c(c1)N(CC(=O)NO)C(=O)C(CCCc1ccc(OC)cc1)S2. Given the product COc1ccc(CCCC2Sc3ccc(C(=O)O)cc3N(CC(=O)NO)C2=O)cc1, predict the reactants needed to synthesize it. (5) The reactants are: C[Mg+].N#CC1CC1C(=O)c1ccc(Cl)cc1. Given the product CC(O)(c1ccc(Cl)cc1)C1CC1C#N, predict the reactants needed to synthesize it. (6) The reactants are: CCN1CCN(c2nc(C)c(C(=O)O)s2)C1=O.NCc1cccnc1. Given the product CCN1CCN(c2nc(C)c(C(=O)NCc3cccnc3)s2)C1=O, predict the reactants needed to synthesize it.